Dataset: NCI-60 drug combinations with 297,098 pairs across 59 cell lines. Task: Regression. Given two drug SMILES strings and cell line genomic features, predict the synergy score measuring deviation from expected non-interaction effect. (1) Drug 1: CN1C(=O)N2C=NC(=C2N=N1)C(=O)N. Drug 2: CCCCC(=O)OCC(=O)C1(CC(C2=C(C1)C(=C3C(=C2O)C(=O)C4=C(C3=O)C=CC=C4OC)O)OC5CC(C(C(O5)C)O)NC(=O)C(F)(F)F)O. Cell line: LOX IMVI. Synergy scores: CSS=50.0, Synergy_ZIP=0.757, Synergy_Bliss=0.996, Synergy_Loewe=-13.3, Synergy_HSA=0.214. (2) Drug 1: COC1=NC(=NC2=C1N=CN2C3C(C(C(O3)CO)O)O)N. Drug 2: CC1=C(N=C(N=C1N)C(CC(=O)N)NCC(C(=O)N)N)C(=O)NC(C(C2=CN=CN2)OC3C(C(C(C(O3)CO)O)O)OC4C(C(C(C(O4)CO)O)OC(=O)N)O)C(=O)NC(C)C(C(C)C(=O)NC(C(C)O)C(=O)NCCC5=NC(=CS5)C6=NC(=CS6)C(=O)NCCC[S+](C)C)O. Cell line: UO-31. Synergy scores: CSS=18.7, Synergy_ZIP=-6.53, Synergy_Bliss=-0.274, Synergy_Loewe=-21.8, Synergy_HSA=-2.07. (3) Drug 2: CC1C(C(CC(O1)OC2CC(OC(C2O)C)OC3=CC4=CC5=C(C(=O)C(C(C5)C(C(=O)C(C(C)O)O)OC)OC6CC(C(C(O6)C)O)OC7CC(C(C(O7)C)O)OC8CC(C(C(O8)C)O)(C)O)C(=C4C(=C3C)O)O)O)O. Drug 1: C1=CC(=CC=C1CCCC(=O)O)N(CCCl)CCCl. Synergy scores: CSS=16.9, Synergy_ZIP=2.56, Synergy_Bliss=-3.66, Synergy_Loewe=-4.88, Synergy_HSA=-4.02. Cell line: SNB-19.